Dataset: Forward reaction prediction with 1.9M reactions from USPTO patents (1976-2016). Task: Predict the product of the given reaction. (1) Given the reactants [CH3:1][C:2]1[CH:3]=[CH:4][C:5]([N:21]2[N:25]=[CH:24][CH:23]=[N:22]2)=[C:6]([CH:20]=1)[C:7]([N:9]1[CH2:14][CH2:13][CH2:12][O:11][CH:10]1[C:15](OCC)=[O:16])=[O:8].[Li+].[BH4-].O, predict the reaction product. The product is: [OH:16][CH2:15][CH:10]1[N:9]([C:7]([C:6]2[CH:20]=[C:2]([CH3:1])[CH:3]=[CH:4][C:5]=2[N:21]2[N:25]=[CH:24][CH:23]=[N:22]2)=[O:8])[CH2:14][CH2:13][CH2:12][O:11]1. (2) Given the reactants I[C:2]1[CH:7]=[CH:6][C:5]([N:8]2[CH:13]=[CH:12][CH:11]=[CH:10][C:9]2=[O:14])=[CH:4][CH:3]=1.[OH:15][CH2:16][C:17]1[N:18]=[CH:19][NH:20][CH:21]=1.OC1C=CC=C2C=1N=CC=C2.C([O-])([O-])=O.[K+].[K+], predict the reaction product. The product is: [OH:15][CH2:16][C:17]1[N:18]=[CH:19][N:20]([C:2]2[CH:7]=[CH:6][C:5]([N:8]3[CH:13]=[CH:12][CH:11]=[CH:10][C:9]3=[O:14])=[CH:4][CH:3]=2)[CH:21]=1. (3) Given the reactants [F:1][C:2]1[CH:3]=[N:4][C:5]([O:17][C:18]2[CH:23]=[CH:22][CH:21]=[C:20]([S:24][CH3:25])[CH:19]=2)=[C:6]([CH:16]=1)[C:7]([NH:9][CH:10]1[CH2:15][CH2:14][NH:13][CH2:12][CH2:11]1)=[O:8].C(N(CC)CC)C.[C:33](Cl)(=[O:37])[CH2:34][CH2:35][CH3:36].Cl.CN(C)CCCN=C=NCC, predict the reaction product. The product is: [NH3:4].[F:1][C:2]1[CH:3]=[N:4][C:5]([O:17][C:18]2[CH:23]=[CH:22][CH:21]=[C:20]([S:24][CH3:25])[CH:19]=2)=[C:6]([CH:16]=1)[C:7]([NH:9][CH:10]1[CH2:11][CH2:12][N:13]([C:33](=[O:37])[CH2:34][CH2:35][CH3:36])[CH2:14][CH2:15]1)=[O:8].